Dataset: Full USPTO retrosynthesis dataset with 1.9M reactions from patents (1976-2016). Task: Predict the reactants needed to synthesize the given product. (1) The reactants are: [NH2-].[Na+].[CH3:3][C:4](C)=[O:5].C[O:8][CH:9]([CH3:14])[C:10]([O:12][CH3:13])=O.[CH3:15]C(OCC1C2C(=CC=CC=2)C(COC(C)=O)=C2C=1C=CC=C2)=O. Given the product [CH3:13][O:12][CH:10]([C:9](=[O:8])[CH2:14][C:4](=[O:5])[CH3:3])[CH3:15], predict the reactants needed to synthesize it. (2) Given the product [NH2:7][C@H:2]([C:5]([OH:19])=[O:6])[CH2:3][C:14]1[N:13]=[CH:12][NH:11][CH:15]=1, predict the reactants needed to synthesize it. The reactants are: C(O)[C:2]([NH2:7])([CH2:5][OH:6])[CH2:3]O.[Cl-].[K+].[NH:11]1[CH:15]=[CH:14][N:13]=[CH:12]1.SCC[OH:19].C(O)C(N)(CO)CO.Cl. (3) The reactants are: [F:1][C:2]1[CH:3]=[C:4]([CH2:8][C@H:9]([N:22]2[CH2:30][C:29]3[C:24](=[CH:25][CH:26]=[C:27]([C:31]4[N:35]([CH3:36])[N:34]=[CH:33][CH:32]=4)[CH:28]=3)[C:23]2=[O:37])[CH2:10][N:11]2[C:19](=[O:20])[C:18]3[C:13](=[CH:14][CH:15]=[CH:16][CH:17]=3)[C:12]2=[O:21])[CH:5]=[CH:6][CH:7]=1.[B-](F)(F)(F)[F:39].[B-](F)(F)(F)F.C1[N+]2(CCl)CC[N+](F)(CC2)C1. Given the product [F:39][C:32]1[CH:33]=[N:34][N:35]([CH3:36])[C:31]=1[C:27]1[CH:28]=[C:29]2[C:24](=[CH:25][CH:26]=1)[C:23](=[O:37])[N:22]([C@@H:9]([CH2:8][C:4]1[CH:5]=[CH:6][CH:7]=[C:2]([F:1])[CH:3]=1)[CH2:10][N:11]1[C:19](=[O:20])[C:18]3[C:13](=[CH:14][CH:15]=[CH:16][CH:17]=3)[C:12]1=[O:21])[CH2:30]2, predict the reactants needed to synthesize it. (4) Given the product [O:32]1[CH:33]=[CH:34][C:30]([C:21]2[C:22]([O:28][CH3:29])=[C:23]([C:18]([CH2:17][S:14]([C:8]3[CH:9]=[CH:10][CH:11]=[CH:12][C:7]=3/[CH:6]=[CH:5]\[CH2:4][N:3]3[CH2:35][CH2:36][CH2:38][CH2:2][CH2:1]3)(=[O:16])=[O:15])=[CH:19][CH:20]=2)[C:24]([O:26][CH3:27])=[O:25])=[CH:31]1, predict the reactants needed to synthesize it. The reactants are: [CH2:1]([N:3]([CH2:35][CH3:36])[CH2:4]/[CH:5]=[CH:6]\[C:7]1[CH:12]=[C:11](F)[CH:10]=[CH:9][C:8]=1[S:14]([CH2:17][C:18]1[C:23]([C:24]([O:26][CH3:27])=[O:25])=[C:22]([O:28][CH3:29])[C:21]([C:30]2[CH:34]=[CH:33][O:32][CH:31]=2)=[CH:20][CH:19]=1)(=[O:16])=[O:15])[CH3:2].Br[C:38]1C(OC)=C(C(CS(C2C=CC=CC=2/C=C\CN2CCCCC2)(=O)=O)=CC=1)C(OC)=O. (5) The reactants are: [Cl:1][CH:2]([Cl:23])[C:3]1[O:4][C@H:5]([C:13]2[CH:18]=[CH:17][C:16]([S:19]([CH3:22])(=[O:21])=[O:20])=[CH:15][CH:14]=2)[C@H:6]([C:8]([O:10][CH2:11][CH3:12])=[O:9])[N:7]=1.C[O-].[Na+].Cl.C(Cl)Cl. Given the product [Cl:23][CH:2]([Cl:1])[C:3]1[O:4][C@H:5]([C:13]2[CH:18]=[CH:17][C:16]([S:19]([CH3:22])(=[O:21])=[O:20])=[CH:15][CH:14]=2)[C@@H:6]([C:8]([O:10][CH2:11][CH3:12])=[O:9])[N:7]=1, predict the reactants needed to synthesize it. (6) Given the product [C:37]([O:36][C:34]([N:12]1[CH2:11][CH2:10][CH:9]([CH2:8][C:7]2[CH:21]=[CH:22][C:4]([N+:1]([O-:3])=[O:2])=[CH:5][CH:6]=2)[CH2:14][CH2:13]1)=[O:35])([CH3:38])([CH3:39])[CH3:40], predict the reactants needed to synthesize it. The reactants are: [N+:1]([C:4]1[CH:22]=[CH:21][C:7]([CH2:8][CH:9]2[CH2:14][CH2:13][N:12](C(=O)C(F)(F)F)[CH2:11][CH2:10]2)=[CH:6][CH:5]=1)([O-:3])=[O:2].[OH-].[Na+].O.[C:37]([O:36][C:34](O[C:34]([O:36][C:37]([CH3:40])([CH3:39])[CH3:38])=[O:35])=[O:35])([CH3:40])([CH3:39])[CH3:38]. (7) Given the product [OH:10][CH:7]1[CH2:8][CH2:9][N:4]([CH2:1][C:2]#[C:3][C:12]2[CH:13]=[CH:14][C:15](/[C:18](/[C:35]3[CH:36]=[CH:37][C:38]([S:41][C:42]([F:44])([F:43])[F:45])=[CH:39][CH:40]=3)=[CH:19]\[CH2:20][O:21][C:22]3[CH:33]=[CH:32][C:25]([O:26][CH2:27][C:28]([O:30][CH3:31])=[O:29])=[C:24]([CH3:34])[CH:23]=3)=[CH:16][CH:17]=2)[CH2:5][CH2:6]1, predict the reactants needed to synthesize it. The reactants are: [CH2:1]([N:4]1[CH2:9][CH2:8][CH:7]([OH:10])[CH2:6][CH2:5]1)[C:2]#[CH:3].I[C:12]1[CH:17]=[CH:16][C:15](/[C:18](/[C:35]2[CH:40]=[CH:39][C:38]([S:41][C:42]([F:45])([F:44])[F:43])=[CH:37][CH:36]=2)=[CH:19]\[CH2:20][O:21][C:22]2[CH:33]=[CH:32][C:25]([O:26][CH2:27][C:28]([O:30][CH3:31])=[O:29])=[C:24]([CH3:34])[CH:23]=2)=[CH:14][CH:13]=1.C(NC(C)C)(C)C. (8) Given the product [Cl:7][C:8]1[CH:13]=[CH:12][CH:11]=[C:10]([Cl:14])[C:9]=1[CH2:15][CH2:16][O:17][CH2:18][CH2:19][N:21]1[CH2:22][CH2:23][CH:24]([OH:27])[CH2:25][CH2:26]1, predict the reactants needed to synthesize it. The reactants are: [H-].[Al+3].[Li+].[H-].[H-].[H-].[Cl:7][C:8]1[CH:13]=[CH:12][CH:11]=[C:10]([Cl:14])[C:9]=1[CH2:15][CH2:16][O:17][CH2:18][C:19]([N:21]1[CH2:26][CH2:25][CH:24]([OH:27])[CH2:23][CH2:22]1)=O.O.O.O.O.O.O.O.O.O.O.S([O-])([O-])(=O)=O.[Na+].[Na+].[OH-].[Na+]. (9) Given the product [C:27]([C:23]1[CH:22]=[C:21]2[C:26](=[CH:25][CH:24]=1)[N:17]([C:2]1[C:3](=[O:16])[NH:4][C:5]3[C:10]([N:11]=1)=[CH:9][C:8]([C:12]([O:14][CH3:15])=[O:13])=[CH:7][CH:6]=3)[CH2:18][CH2:19][CH2:20]2)#[N:28], predict the reactants needed to synthesize it. The reactants are: Cl[C:2]1[C:3](=[O:16])[NH:4][C:5]2[C:10]([N:11]=1)=[CH:9][C:8]([C:12]([O:14][CH3:15])=[O:13])=[CH:7][CH:6]=2.[NH:17]1[C:26]2[C:21](=[CH:22][C:23]([C:27]#[N:28])=[CH:24][CH:25]=2)[CH2:20][CH2:19][CH2:18]1. (10) Given the product [NH:1]1[C:5]2=[N:6][CH:7]=[CH:8][CH:9]=[C:4]2[C:3]([CH:10]=[C:11]2[O:15][C:14]([NH:16][C:17]3[CH:18]=[CH:19][C:20]([F:23])=[CH:21][CH:22]=3)=[C:13]([C:24]([O:26][CH2:27][CH2:30][OH:31])=[O:25])[C:12]2=[O:28])=[CH:2]1, predict the reactants needed to synthesize it. The reactants are: [NH:1]1[C:5]2=[N:6][CH:7]=[CH:8][CH:9]=[C:4]2[C:3]([CH:10]=[C:11]2[O:15][C:14]([NH:16][C:17]3[CH:22]=[CH:21][C:20]([F:23])=[CH:19][CH:18]=3)=[C:13]([C:24]([O:26][CH3:27])=[O:25])[C:12]2=[O:28])=[CH:2]1.C(O)[CH2:30][OH:31].